Task: Predict the product of the given reaction.. Dataset: Forward reaction prediction with 1.9M reactions from USPTO patents (1976-2016) Given the reactants [S:1]1[CH:5]=[CH:4][CH:3]=[C:2]1[S:6]([N:9]([CH2:11][P:12](=[O:15])([OH:14])[OH:13])[CH3:10])(=[O:8])=[O:7].[N+:16]([C:19]1[CH:24]=[CH:23][C:22](O)=[CH:21][CH:20]=1)([O-:18])=[O:17], predict the reaction product. The product is: [NH4+:9].[N+:16]([C:19]1[CH:24]=[CH:23][C:22]([O:15][P:12]([CH2:11][N:9]([S:6]([C:2]2[S:1][CH:5]=[CH:4][CH:3]=2)(=[O:7])=[O:8])[CH3:10])(=[O:13])[O-:14])=[CH:21][CH:20]=1)([O-:18])=[O:17].